Dataset: Forward reaction prediction with 1.9M reactions from USPTO patents (1976-2016). Task: Predict the product of the given reaction. (1) Given the reactants [C:1]([O:5][C:6](=[O:30])[NH:7][C@@H:8]([CH:28]=O)[CH2:9][O:10][Si:11]([C:24]([CH3:27])([CH3:26])[CH3:25])([C:18]1[CH:23]=[CH:22][CH:21]=[CH:20][CH:19]=1)[C:12]1[CH:17]=[CH:16][CH:15]=[CH:14][CH:13]=1)([CH3:4])([CH3:3])[CH3:2].[Br-].[N+:32]([C:35]1[CH:60]=[CH:59][CH:58]=[CH:57][C:36]=1[CH2:37][P+](C1C=CC=CC=1)(C1C=CC=CC=1)C1C=CC=CC=1)([O-:34])=[O:33].[PH4+].C(=O)([O-])[O-].[K+].[K+].C1OCCOCCOCCOCCOCCOC1, predict the reaction product. The product is: [C:1]([O:5][C:6](=[O:30])[NH:7][C@@H:8](/[CH:28]=[CH:37]/[C:36]1[CH:57]=[CH:58][CH:59]=[CH:60][C:35]=1[N+:32]([O-:34])=[O:33])[CH2:9][O:10][Si:11]([C:24]([CH3:25])([CH3:26])[CH3:27])([C:18]1[CH:19]=[CH:20][CH:21]=[CH:22][CH:23]=1)[C:12]1[CH:17]=[CH:16][CH:15]=[CH:14][CH:13]=1)([CH3:3])([CH3:4])[CH3:2]. (2) Given the reactants [H-].[Na+].Cl[C:4]1[C:5]2[C:12]([C:13]3[CH:18]=[CH:17][C:16]([O:19][CH3:20])=[CH:15][CH:14]=3)=[C:11]([C:21]3[CH:26]=[CH:25][CH:24]=[CH:23][CH:22]=3)[O:10][C:6]=2[N:7]=[CH:8][N:9]=1.[CH2:27]([O:29][C:30](=[O:37])[CH2:31][CH2:32][CH2:33][CH2:34][CH2:35][OH:36])[CH3:28].ClCCl, predict the reaction product. The product is: [CH2:27]([O:29][C:30](=[O:37])[CH2:31][CH2:32][CH2:33][CH2:34][CH2:35][O:36][C:4]1[C:5]2[C:12]([C:13]3[CH:18]=[CH:17][C:16]([O:19][CH3:20])=[CH:15][CH:14]=3)=[C:11]([C:21]3[CH:26]=[CH:25][CH:24]=[CH:23][CH:22]=3)[O:10][C:6]=2[N:7]=[CH:8][N:9]=1)[CH3:28].